Regression. Given two drug SMILES strings and cell line genomic features, predict the synergy score measuring deviation from expected non-interaction effect. From a dataset of NCI-60 drug combinations with 297,098 pairs across 59 cell lines. (1) Drug 2: CCC1(C2=C(COC1=O)C(=O)N3CC4=CC5=C(C=CC(=C5CN(C)C)O)N=C4C3=C2)O.Cl. Cell line: SK-MEL-5. Synergy scores: CSS=36.8, Synergy_ZIP=1.12, Synergy_Bliss=3.43, Synergy_Loewe=-39.6, Synergy_HSA=5.16. Drug 1: C(=O)(N)NO. (2) Drug 1: COC1=C2C(=CC3=C1OC=C3)C=CC(=O)O2. Drug 2: CC12CCC3C(C1CCC2OP(=O)(O)O)CCC4=C3C=CC(=C4)OC(=O)N(CCCl)CCCl.[Na+]. Cell line: TK-10. Synergy scores: CSS=24.7, Synergy_ZIP=-8.19, Synergy_Bliss=-0.575, Synergy_Loewe=-2.18, Synergy_HSA=-0.526. (3) Drug 1: C(=O)(N)NO. Drug 2: CC(C)(C#N)C1=CC(=CC(=C1)CN2C=NC=N2)C(C)(C)C#N. Cell line: UO-31. Synergy scores: CSS=6.44, Synergy_ZIP=-3.34, Synergy_Bliss=-4.97, Synergy_Loewe=-2.16, Synergy_HSA=-4.44. (4) Drug 1: CC1=CC2C(CCC3(C2CCC3(C(=O)C)OC(=O)C)C)C4(C1=CC(=O)CC4)C. Drug 2: CC1=C(N=C(N=C1N)C(CC(=O)N)NCC(C(=O)N)N)C(=O)NC(C(C2=CN=CN2)OC3C(C(C(C(O3)CO)O)O)OC4C(C(C(C(O4)CO)O)OC(=O)N)O)C(=O)NC(C)C(C(C)C(=O)NC(C(C)O)C(=O)NCCC5=NC(=CS5)C6=NC(=CS6)C(=O)NCCC[S+](C)C)O. Cell line: M14. Synergy scores: CSS=20.6, Synergy_ZIP=-3.46, Synergy_Bliss=2.55, Synergy_Loewe=-27.5, Synergy_HSA=-2.03. (5) Drug 1: CNC(=O)C1=CC=CC=C1SC2=CC3=C(C=C2)C(=NN3)C=CC4=CC=CC=N4. Drug 2: C1CNP(=O)(OC1)N(CCCl)CCCl. Cell line: MDA-MB-435. Synergy scores: CSS=-7.98, Synergy_ZIP=-1.38, Synergy_Bliss=-9.19, Synergy_Loewe=-13.5, Synergy_HSA=-10.6. (6) Drug 1: C(CC(=O)O)C(=O)CN.Cl. Drug 2: N.N.Cl[Pt+2]Cl. Cell line: HL-60(TB). Synergy scores: CSS=57.3, Synergy_ZIP=5.17, Synergy_Bliss=5.44, Synergy_Loewe=-19.2, Synergy_HSA=2.65.